From a dataset of Full USPTO retrosynthesis dataset with 1.9M reactions from patents (1976-2016). Predict the reactants needed to synthesize the given product. (1) Given the product [C:39]([O:45][CH2:46][N:36]1[N:37]=[N:38][C:34]([C:28]2[CH:29]=[C:30]3[C:25](=[CH:26][CH:27]=2)[O:24][C:21]2([CH2:22][CH2:23][N:18]([C:16]([C:6]4[CH:5]=[C:4]([O:3][CH3:2])[C:13]5[C:8](=[C:9]([O:14][CH3:15])[CH:10]=[CH:11][CH:12]=5)[N:7]=4)=[O:17])[CH2:19][CH2:20]2)[CH2:32][C:31]3=[O:33])=[N:35]1)(=[O:44])[C:40]([CH3:43])([CH3:42])[CH3:41], predict the reactants needed to synthesize it. The reactants are: [Na].[CH3:2][O:3][C:4]1[C:13]2[C:8](=[C:9]([O:14][CH3:15])[CH:10]=[CH:11][CH:12]=2)[N:7]=[C:6]([C:16]([N:18]2[CH2:23][CH2:22][C:21]3([CH2:32][C:31](=[O:33])[C:30]4[C:25](=[CH:26][CH:27]=[C:28]([C:34]5[NH:38][N:37]=[N:36][N:35]=5)[CH:29]=4)[O:24]3)[CH2:20][CH2:19]2)=[O:17])[CH:5]=1.[C:39]([O:45][CH2:46]Cl)(=[O:44])[C:40]([CH3:43])([CH3:42])[CH3:41]. (2) Given the product [ClH:33].[CH:1]1([CH2:4][N:5]2[C:9]3[CH:10]=[CH:11][C:12]([C:14]4[CH:15]=[C:16]([CH2:17][NH2:18])[CH:26]=[CH:27][CH:28]=4)=[CH:13][C:8]=3[N:7]([CH3:29])[S:6]2(=[O:30])=[O:31])[CH2:3][CH2:2]1, predict the reactants needed to synthesize it. The reactants are: [CH:1]1([CH2:4][N:5]2[C:9]3[CH:10]=[CH:11][C:12]([C:14]4[CH:15]=[C:16]([CH:26]=[CH:27][CH:28]=4)[CH2:17][NH:18]C(=O)OC(C)(C)C)=[CH:13][C:8]=3[N:7]([CH3:29])[S:6]2(=[O:31])=[O:30])[CH2:3][CH2:2]1.C(Cl)[Cl:33].Cl.CCOC(C)=O. (3) Given the product [C:38]([O:13][N:12]=[C:11]([C:14]1[N:15]=[C:16]([CH:19]2[CH2:20][CH2:21][N:22]([C:25](=[O:37])[CH2:26][N:27]3[C:31]([CH3:32])=[CH:30][C:29]([C:33]([F:35])([F:36])[F:34])=[N:28]3)[CH2:23][CH2:24]2)[S:17][CH:18]=1)[CH:10]=[CH:9][C:3]1[C:2]([F:1])=[CH:7][CH:6]=[CH:5][C:4]=1[F:8])(=[O:40])[CH3:39], predict the reactants needed to synthesize it. The reactants are: [F:1][C:2]1[CH:7]=[CH:6][CH:5]=[C:4]([F:8])[C:3]=1[CH:9]=[CH:10][C:11]([C:14]1[N:15]=[C:16]([CH:19]2[CH2:24][CH2:23][N:22]([C:25](=[O:37])[CH2:26][N:27]3[C:31]([CH3:32])=[CH:30][C:29]([C:33]([F:36])([F:35])[F:34])=[N:28]3)[CH2:21][CH2:20]2)[S:17][CH:18]=1)=[N:12][OH:13].[C:38](Cl)(=[O:40])[CH3:39].C(N(CC)CC)C.Cl. (4) The reactants are: C(OC(=O)[NH:7][CH:8]([CH2:30][C:31]1[CH:32]=[N:33][CH:34]=[CH:35][CH:36]=1)[C:9]([N:11]1[CH2:16][CH2:15][N:14]([CH:17]([C:24]2[CH:29]=[CH:28][CH:27]=[CH:26][CH:25]=2)[C:18]2[CH:23]=[CH:22][CH:21]=[CH:20][CH:19]=2)[CH2:13][CH2:12]1)=[O:10])(C)(C)C.FC(F)(F)C(O)=O. Given the product [NH2:7][CH:8]([CH2:30][C:31]1[CH:32]=[N:33][CH:34]=[CH:35][CH:36]=1)[C:9]([N:11]1[CH2:16][CH2:15][N:14]([CH:17]([C:24]2[CH:25]=[CH:26][CH:27]=[CH:28][CH:29]=2)[C:18]2[CH:23]=[CH:22][CH:21]=[CH:20][CH:19]=2)[CH2:13][CH2:12]1)=[O:10], predict the reactants needed to synthesize it.